Dataset: Forward reaction prediction with 1.9M reactions from USPTO patents (1976-2016). Task: Predict the product of the given reaction. (1) Given the reactants Cl[C:2]1[O:3][C:4]2[C:5](=[C:7]([C:11]([O:13][CH3:14])=[O:12])[CH:8]=[CH:9][CH:10]=2)[N:6]=1.[CH2:15]([C@H:17]1[CH2:22][O:21][CH2:20][C@H:19]([CH3:23])[NH:18]1)[CH3:16], predict the reaction product. The product is: [CH2:15]([C@@H:17]1[N:18]([C:2]2[O:3][C:4]3[C:5](=[C:7]([C:11]([O:13][CH3:14])=[O:12])[CH:8]=[CH:9][CH:10]=3)[N:6]=2)[C@@H:19]([CH3:23])[CH2:20][O:21][CH2:22]1)[CH3:16]. (2) Given the reactants [Cl:1][C:2]1[C:7]([Cl:8])=[CH:6][CH:5]=[CH:4][C:3]=1[N:9]1[CH2:14][CH2:13][N:12]([CH2:15][CH2:16][CH2:17][CH:18]=[CH:19][C:20]2[N:29]=[C:28]3[C:23]([CH2:24][CH2:25][C:26](=[O:30])[NH:27]3)=[CH:22][CH:21]=2)[CH2:11][CH2:10]1, predict the reaction product. The product is: [Cl:1][C:2]1[C:7]([Cl:8])=[CH:6][CH:5]=[CH:4][C:3]=1[N:9]1[CH2:14][CH2:13][N:12]([CH2:15][CH2:16][CH2:17][CH2:18][CH2:19][C:20]2[N:29]=[C:28]3[C:23]([CH2:24][CH2:25][C:26](=[O:30])[NH:27]3)=[CH:22][CH:21]=2)[CH2:11][CH2:10]1.